From a dataset of Reaction yield outcomes from USPTO patents with 853,638 reactions. Predict the reaction yield, written as a fraction of the theoretical maximum amount of product (1.0 means a 100% yield; for example, 0.34 means a 34% yield). The reactants are Cl[C:2]1[CH:7]=[C:6]([C:8]2[CH:13]=[C:12]([Br:14])[CH:11]=[CH:10][C:9]=2[O:15][CH2:16][CH3:17])[N:5]=[C:4]([NH2:18])[N:3]=1.[NH2:19][C:20]1[CH:25]=[CH:24][C:23]([B:26]([OH:28])[OH:27])=[CH:22][CH:21]=1. No catalyst specified. The product is [NH2:18][C:4]1[N:3]=[C:2]([NH:19][C:20]2[CH:25]=[CH:24][C:23]([B:26]([OH:28])[OH:27])=[CH:22][CH:21]=2)[CH:7]=[C:6]([C:8]2[CH:13]=[C:12]([Br:14])[CH:11]=[CH:10][C:9]=2[O:15][CH2:16][CH3:17])[N:5]=1. The yield is 0.310.